From a dataset of Full USPTO retrosynthesis dataset with 1.9M reactions from patents (1976-2016). Predict the reactants needed to synthesize the given product. (1) Given the product [CH3:1][O:2][C:3]1[CH:8]=[C:7]([N:9]2[CH2:14][CH2:13][N:12]([CH3:15])[CH2:11][CH2:10]2)[N:6]=[CH:5][C:4]=1[NH:16][C:20]1[N:21]=[CH:22][C:23]2[CH:29]=[CH:28][C:27](=[O:30])[N:26]([C:31]3[CH:32]=[C:33]([NH:37][C:38](=[O:44])[O:39][C:40]([CH3:42])([CH3:41])[CH3:43])[CH:34]=[CH:35][CH:36]=3)[C:24]=2[N:25]=1, predict the reactants needed to synthesize it. The reactants are: [CH3:1][O:2][C:3]1[CH:8]=[C:7]([N:9]2[CH2:14][CH2:13][N:12]([CH3:15])[CH2:11][CH2:10]2)[N:6]=[CH:5][C:4]=1[NH2:16].CS([C:20]1[N:21]=[CH:22][C:23]2[CH:29]=[CH:28][C:27](=[O:30])[N:26]([C:31]3[CH:32]=[C:33]([NH:37][C:38](=[O:44])[O:39][C:40]([CH3:43])([CH3:42])[CH3:41])[CH:34]=[CH:35][CH:36]=3)[C:24]=2[N:25]=1)=O.CCN(C(C)C)C(C)C. (2) Given the product [NH:32]1[C:33]2[C:29](=[C:28]([CH2:27][CH2:26][CH2:25][NH:24][C:20]3[N:21]=[C:22]([CH3:23])[C:17]([C:15]([NH:14][C@@H:4]([CH2:5][NH:6][C:7]([C:9]4[S:10][CH:11]=[CH:12][CH:13]=4)=[O:8])[C:3]([OH:38])=[O:2])=[O:16])=[C:18]([CH3:37])[N:19]=3)[CH:36]=[CH:35][CH:34]=2)[CH:30]=[N:31]1, predict the reactants needed to synthesize it. The reactants are: C[O:2][C:3](=[O:38])[C@@H:4]([NH:14][C:15]([C:17]1[C:18]([CH3:37])=[N:19][C:20]([NH:24][CH2:25][CH2:26][CH2:27][C:28]2[CH:36]=[CH:35][CH:34]=[C:33]3[C:29]=2[CH:30]=[N:31][NH:32]3)=[N:21][C:22]=1[CH3:23])=[O:16])[CH2:5][NH:6][C:7]([C:9]1[S:10][CH:11]=[CH:12][CH:13]=1)=[O:8].O[Li].O. (3) Given the product [CH3:1][O:2][C:3]1[CH:8]=[CH:7][C:6]([NH:9][C:20](=[O:21])[CH2:19][C:16]2[CH:15]=[CH:14][C:13]([N+:10]([O-:12])=[O:11])=[CH:18][CH:17]=2)=[CH:5][CH:4]=1, predict the reactants needed to synthesize it. The reactants are: [CH3:1][O:2][C:3]1[CH:8]=[CH:7][C:6]([NH2:9])=[CH:5][CH:4]=1.[N+:10]([C:13]1[CH:18]=[CH:17][C:16]([CH2:19][C:20](O)=[O:21])=[CH:15][CH:14]=1)([O-:12])=[O:11].Cl.CN(C)CCCN=C=NCC. (4) Given the product [F:11][C:3]1[CH:4]=[C:5]([NH2:8])[CH:6]=[CH:7][C:2]=1[O:24][C:18]1[CH:23]=[CH:22][CH:21]=[CH:20][CH:19]=1, predict the reactants needed to synthesize it. The reactants are: F[C:2]1[CH:7]=[CH:6][C:5]([N+:8]([O-])=O)=[CH:4][C:3]=1[F:11].C([O-])([O-])=O.[K+].[K+].[C:18]1([OH:24])[CH:23]=[CH:22][CH:21]=[CH:20][CH:19]=1.CN1C(=O)CCC1. (5) Given the product [CH3:1][O:2][C:3]([C:4]1[CH:5]=[C:6]([C:7]2[CH:12]=[CH:11][CH:10]=[C:9]([Br:13])[CH:8]=2)[O:14][N:18]=1)=[O:16], predict the reactants needed to synthesize it. The reactants are: [CH3:1][O:2][C:3](=[O:16])[C:4](=O)[CH2:5][C:6](=[O:14])[C:7]1[CH:12]=[CH:11][CH:10]=[C:9]([Br:13])[CH:8]=1.Cl.[NH2:18]O. (6) Given the product [C:9]1([C:28]2[CH:29]=[CH:30][CH:31]=[CH:32][CH:33]=2)[CH:10]=[CH:11][C:12]([CH2:15][NH:16][C:17]2[CH:22]=[C:21]([F:23])[C:20]([I:8])=[C:19]([F:24])[C:18]=2[N+:25]([O-:27])=[O:26])=[CH:13][CH:14]=1, predict the reactants needed to synthesize it. The reactants are: C1C(=O)N([I:8])C(=O)C1.[C:9]1([C:28]2[CH:33]=[CH:32][CH:31]=[CH:30][CH:29]=2)[CH:14]=[CH:13][C:12]([CH2:15][NH:16][C:17]2[CH:22]=[C:21]([F:23])[CH:20]=[C:19]([F:24])[C:18]=2[N+:25]([O-:27])=[O:26])=[CH:11][CH:10]=1.